The task is: Predict the product of the given reaction.. This data is from Forward reaction prediction with 1.9M reactions from USPTO patents (1976-2016). (1) Given the reactants CN([CH:4]([CH3:15])[C:5]([C:7]1[CH:12]=[CH:11][CH:10]=[C:9]([F:13])[C:8]=1[F:14])=O)C.[NH2:16]/[C:17](/[CH3:24])=[CH:18]\[C:19]([O:21][CH2:22][CH3:23])=[O:20], predict the reaction product. The product is: [F:14][C:8]1[C:9]([F:13])=[CH:10][CH:11]=[CH:12][C:7]=1[C:5]1[CH:4]=[CH:15][C:18]([C:19]([O:21][CH2:22][CH3:23])=[O:20])=[C:17]([CH3:24])[N:16]=1. (2) Given the reactants [CH3:1][O:2][CH:3]([O:14][CH3:15])[C:4]1[CH:9]=[CH:8][C:7]([N+:10]([O-:12])=[O:11])=[C:6](F)[CH:5]=1.[NH2:16][C:17]1[S:18][C:19]([C:29]([NH2:31])=[O:30])=[C:20]([C:22]2[CH:27]=[CH:26][CH:25]=[C:24]([Cl:28])[CH:23]=2)[N:21]=1.C(=O)([O-])[O-].[Cs+].[Cs+].[Cl-].[NH4+], predict the reaction product. The product is: [Cl:28][C:24]1[CH:23]=[C:22]([C:20]2[N:21]=[C:17]([NH:16][C:6]3[CH:5]=[C:4]([CH:3]([O:14][CH3:15])[O:2][CH3:1])[CH:9]=[CH:8][C:7]=3[N+:10]([O-:12])=[O:11])[S:18][C:19]=2[C:29]([NH2:31])=[O:30])[CH:27]=[CH:26][CH:25]=1. (3) The product is: [NH2:20][C:19]1[C:18]([C:17]#[N:21])=[C:4]([C:5]2[CH:10]=[CH:9][C:8]([NH:11][C:12](=[O:14])[CH3:13])=[CH:7][CH:6]=2)[C:3]([C:15]#[N:16])=[C:1]([S:28][C:22]2[CH:27]=[CH:26][CH:25]=[CH:24][CH:23]=2)[N:2]=1. Given the reactants [C:1]([C:3]([C:15]#[N:16])=[CH:4][C:5]1[CH:10]=[CH:9][C:8]([NH:11][C:12](=[O:14])[CH3:13])=[CH:7][CH:6]=1)#[N:2].[C:17](#[N:21])[CH2:18][C:19]#[N:20].[C:22]1([SH:28])[CH:27]=[CH:26][CH:25]=[CH:24][CH:23]=1.C(N(CC)CC)C, predict the reaction product.